From a dataset of Reaction yield outcomes from USPTO patents with 853,638 reactions. Predict the reaction yield, written as a fraction of the theoretical maximum amount of product (1.0 means a 100% yield; for example, 0.34 means a 34% yield). (1) The product is [Br:17][CH2:16][CH:15]([C:12]1[CH:11]=[CH:10][C:9]([CH2:7][CH3:8])=[CH:14][N:13]=1)[OH:25]. The reactants are O1CCOCC1.[CH2:7]([C:9]1[CH:10]=[CH:11][C:12]([CH:15]=[CH2:16])=[N:13][CH:14]=1)[CH3:8].[Br:17]N1C(=O)CCC1=O.[OH2:25]. The yield is 0.850. No catalyst specified. (2) The reactants are [NH2:1][C:2]1[CH:11]=[C:10]2[C:5]([C:6]([Br:16])=[N:7][N:8]([CH:13]([CH3:15])[CH3:14])[C:9]2=[O:12])=[CH:4][CH:3]=1.[H-].[Na+].[CH3:19][C:20]([O:23][C:24](O[C:24]([O:23][C:20]([CH3:22])([CH3:21])[CH3:19])=[O:25])=[O:25])([CH3:22])[CH3:21].O. The catalyst is CN(C=O)C. The product is [C:20]([O:23][C:24](=[O:25])[NH:1][C:2]1[CH:11]=[C:10]2[C:5](=[CH:4][CH:3]=1)[C:6]([Br:16])=[N:7][N:8]([CH:13]([CH3:14])[CH3:15])[C:9]2=[O:12])([CH3:22])([CH3:21])[CH3:19]. The yield is 0.880. (3) The reactants are C(O)(C(F)(F)F)=O.CC1(C)[O:13][CH:12]([CH2:14][O:15][C:16]2[C:24]3[C:19](=[N:20][CH:21]=[CH:22][C:23]=3[N:25]3[CH2:30][CH2:29][N:28](C(OC(C)(C)C)=O)[CH2:27][CH2:26]3)[N:18](CC3C=CC(OC)=CC=3)[N:17]=2)[CH2:11][O:10]1.C(Cl)[Cl:49]. No catalyst specified. The product is [ClH:49].[ClH:49].[N:25]1([C:23]2[CH:22]=[CH:21][N:20]=[C:19]3[NH:18][N:17]=[C:16]([O:15][CH2:14][CH:12]([OH:13])[CH2:11][OH:10])[C:24]=23)[CH2:30][CH2:29][NH:28][CH2:27][CH2:26]1. The yield is 0.700. (4) The catalyst is CCO.CCO.O. The yield is 0.820. The reactants are [CH3:1][Si:2]([CH3:27])([CH3:26])[CH2:3][CH2:4][O:5][C:6]([NH:8][CH2:9][C@@H:10]([NH:18]C(=O)OC(C)(C)C)[CH2:11][CH:12]1[CH2:17][CH2:16][CH2:15][CH2:14][CH2:13]1)=[O:7].C(OCC)C.CC1C=CC(S(O)(=O)=O)=CC=1. The product is [NH2:18][C@@H:10]([CH2:11][CH:12]1[CH2:13][CH2:14][CH2:15][CH2:16][CH2:17]1)[CH2:9][NH:8][C:6](=[O:7])[O:5][CH2:4][CH2:3][Si:2]([CH3:26])([CH3:27])[CH3:1]. (5) The reactants are C[N-]C.C[N-]C.[CH3:7][C:8]1[CH:9]([C:16]2[CH:24]=[CH:23][CH:22]=[CH:21][C:17]=2[CH2:18][O:19][Ti+2:20])[C:10]([CH3:15])=[C:11]([CH3:14])[C:12]=1[CH3:13].C[Si](C)(C)[Cl:27]. The catalyst is CCCCC. The product is [Cl-:27].[Cl-:27].[CH3:15][C:10]1[CH:9]([C:16]2[CH:24]=[CH:23][CH:22]=[CH:21][C:17]=2[CH2:18][O:19][Ti+2:20])[C:8]([CH3:7])=[C:12]([CH3:13])[C:11]=1[CH3:14]. The yield is 0.943. (6) The reactants are [CH3:1][N:2]1[C:7](=[O:8])[C:6]2[C:9]([C:30]3[CH:35]=[CH:34][CH:33]=[CH:32][CH:31]=3)=[C:10]([C:12]3[CH:17]=[CH:16][C:15]([C:18]4([NH:22]C(=O)OC(C)(C)C)[CH2:21][CH2:20][CH2:19]4)=[CH:14][CH:13]=3)[O:11][C:5]=2[N:4]=[CH:3]1.Cl. The product is [NH2:22][C:18]1([C:15]2[CH:14]=[CH:13][C:12]([C:10]3[O:11][C:5]4[N:4]=[CH:3][N:2]([CH3:1])[C:7](=[O:8])[C:6]=4[C:9]=3[C:30]3[CH:35]=[CH:34][CH:33]=[CH:32][CH:31]=3)=[CH:17][CH:16]=2)[CH2:19][CH2:20][CH2:21]1. The catalyst is C1COCC1. The yield is 0.430. (7) The reactants are [O:1]1[CH2:6][CH:5]=[C:4]([C:7]2[N:11]([CH3:12])[N:10]=[C:9]([C:13]3[CH:18]=[CH:17][C:16]([F:19])=[CH:15][CH:14]=3)[CH:8]=2)[CH2:3][CH2:2]1.[H][H]. The catalyst is CO.[Pd]. The product is [F:19][C:16]1[CH:17]=[CH:18][C:13]([C:9]2[CH:8]=[C:7]([CH:4]3[CH2:5][CH2:6][O:1][CH2:2][CH2:3]3)[N:11]([CH3:12])[N:10]=2)=[CH:14][CH:15]=1. The yield is 0.990.